The task is: Predict the product of the given reaction.. This data is from Forward reaction prediction with 1.9M reactions from USPTO patents (1976-2016). (1) The product is: [O:1]1[CH2:6][CH2:5][CH2:4][CH2:3][CH:2]1[O:7][CH2:8][CH2:9][CH2:10][CH2:11][C:12]1[CH:13]=[CH:14][C:15]2[CH2:21][CH:20]([CH2:22][C:23]([O:25][CH2:26][CH3:27])=[O:24])[C:19]3[CH:28]=[CH:29][CH:30]=[CH:31][C:18]=3[CH2:17][C:16]=2[CH:32]=1. Given the reactants [O:1]1[CH2:6][CH2:5][CH2:4][CH2:3][CH:2]1[O:7][CH2:8][CH2:9][C:10]#[C:11][C:12]1[CH:13]=[CH:14][C:15]2[CH2:21][CH:20]([CH2:22][C:23]([O:25][CH2:26][CH3:27])=[O:24])[C:19]3[CH:28]=[CH:29][CH:30]=[CH:31][C:18]=3[CH2:17][C:16]=2[CH:32]=1, predict the reaction product. (2) Given the reactants [Cl:1][C:2]1[CH:9]=[CH:8][C:5]([C:6]#[N:7])=[C:4](F)[CH:3]=1.[CH3:11][OH:12], predict the reaction product. The product is: [Cl:1][C:2]1[CH:9]=[CH:8][C:5]([CH2:6][NH2:7])=[C:4]([O:12][CH3:11])[CH:3]=1.